Dataset: Peptide-MHC class I binding affinity with 185,985 pairs from IEDB/IMGT. Task: Regression. Given a peptide amino acid sequence and an MHC pseudo amino acid sequence, predict their binding affinity value. This is MHC class I binding data. (1) The peptide sequence is RYSHWTKL. The MHC is HLA-A25:01 with pseudo-sequence HLA-A25:01. The binding affinity (normalized) is 0.0847. (2) The peptide sequence is GVIYIMIISK. The MHC is HLA-A33:01 with pseudo-sequence HLA-A33:01. The binding affinity (normalized) is 0.320. (3) The peptide sequence is LPRIALVRL. The MHC is HLA-A02:01 with pseudo-sequence HLA-A02:01. The binding affinity (normalized) is 0. (4) The peptide sequence is FELTSMKYF. The MHC is HLA-B18:01 with pseudo-sequence HLA-B18:01. The binding affinity (normalized) is 0.240. (5) The peptide sequence is APRGFRAAF. The MHC is HLA-B83:01 with pseudo-sequence HLA-B83:01. The binding affinity (normalized) is 0.664. (6) The peptide sequence is QGSANDPIFL. The MHC is H-2-Db with pseudo-sequence H-2-Db. The binding affinity (normalized) is 0.0641. (7) The peptide sequence is ALAGNHWHV. The MHC is HLA-A02:12 with pseudo-sequence HLA-A02:12. The binding affinity (normalized) is 0.787. (8) The peptide sequence is SAIANLDVL. The MHC is H-2-Db with pseudo-sequence H-2-Db. The binding affinity (normalized) is 1.00. (9) The peptide sequence is KVFGYDIDR. The MHC is HLA-A24:02 with pseudo-sequence HLA-A24:02. The binding affinity (normalized) is 0.0847. (10) The peptide sequence is KRWGFRSGV. The MHC is HLA-A26:01 with pseudo-sequence HLA-A26:01. The binding affinity (normalized) is 0.0847.